Dataset: Full USPTO retrosynthesis dataset with 1.9M reactions from patents (1976-2016). Task: Predict the reactants needed to synthesize the given product. (1) Given the product [OH:29][C:30]1[CH:31]=[C:32]([CH2:36][CH:37]([CH3:43])[C:38]([O:40][CH2:41][CH3:42])=[O:39])[CH:33]=[CH:34][CH:35]=1, predict the reactants needed to synthesize it. The reactants are: OC1C=C(C[C@@H](C)C(OC)=O)C=CC=1.OC1C=C(C[C@H](C)C(OC)=O)C=CC=1.[OH:29][C:30]1[CH:31]=[C:32]([CH2:36][C@@H:37]([CH3:43])[C:38]([O:40][CH2:41][CH3:42])=[O:39])[CH:33]=[CH:34][CH:35]=1.OC1C=C(C[C@H](C)C(OCC)=O)C=CC=1. (2) The reactants are: [Mg].Br[C:3]1[CH:8]=[C:7]([F:9])[CH:6]=[CH:5][C:4]=1[O:10][CH:11]1[CH2:16][CH2:15][CH2:14][CH2:13][O:12]1.[B:17](OC)([O:20]C)[O:18]C.C(=O)([O-])[O-].[K+].[K+]. Given the product [F:9][C:7]1[CH:6]=[CH:5][C:4]([O:10][CH:11]2[CH2:16][CH2:15][CH2:14][CH2:13][O:12]2)=[C:3]([B:17]([OH:20])[OH:18])[CH:8]=1, predict the reactants needed to synthesize it. (3) Given the product [CH2:16]([O:15][C:8]([C:9]1[C:3]2[CH2:4][C@@H:5]3[CH2:6][C@@H:1]3[C:2]=2[N:24]([C:26]2[CH:31]=[N:30][CH:29]=[CH:28][N:27]=2)[N:25]=1)=[O:14])[CH3:17], predict the reactants needed to synthesize it. The reactants are: [C@H:1]12[CH2:6][C@H:5]1[CH2:4][CH2:3][C:2]2=O.[C:8]([O:15][CH2:16][CH3:17])(=[O:14])[C:9](OCC)=O.CC(C)([O-])C.[K+].[NH:24]([C:26]1[CH:31]=[N:30][CH:29]=[CH:28][N:27]=1)[NH2:25].Cl.